Task: Predict hERG channel inhibition at various concentrations.. Dataset: hERG Central: cardiac toxicity at 1µM, 10µM, and general inhibition (1) The molecule is O=C(/C=C/c1ccc([N+](=O)[O-])s1)N1CCCC1. Results: hERG_inhib (hERG inhibition (general)): blocker. (2) The molecule is O=C(Nc1ccc(F)cc1)N1CCN(c2ccc(F)cc2)CC1. Results: hERG_inhib (hERG inhibition (general)): blocker. (3) Results: hERG_inhib (hERG inhibition (general)): blocker. The compound is CCCOC(=O)c1c(NC(=O)C2C3C=CC(C3)C2C(=O)O)sc2c1CCC(C)C2. (4) The compound is CC(C)c1ccc(N(C(=O)c2csnn2)C(C(=O)NC2CCCC2)c2ccncc2)cc1. Results: hERG_inhib (hERG inhibition (general)): blocker.